From a dataset of Catalyst prediction with 721,799 reactions and 888 catalyst types from USPTO. Predict which catalyst facilitates the given reaction. (1) Reactant: [CH3:1][Si:2]([CH3:49])([CH3:48])[CH2:3][CH2:4][O:5][CH2:6][N:7]([CH2:40][O:41][CH2:42][CH2:43][Si:44]([CH3:47])([CH3:46])[CH3:45])[C:8]1[N:13]2[N:14]=[CH:15][C:16]([C:17]3[CH:18]=[N:19][C:20]([C:23]4[CH:28]=[CH:27][CH:26]=[CH:25][CH:24]=4)=[CH:21][CH:22]=3)=[C:12]2[N:11]=[C:10]([C:29]2[CH:38]=[CH:37][C:32]([C:33]([O:35][CH3:36])=[O:34])=[CH:31][CH:30]=2)[C:9]=1Br.[C:50]([Sn](CCCC)(CCCC)CCCC)#[N:51]. The catalyst class is: 203. Product: [CH3:1][Si:2]([CH3:49])([CH3:48])[CH2:3][CH2:4][O:5][CH2:6][N:7]([CH2:40][O:41][CH2:42][CH2:43][Si:44]([CH3:47])([CH3:46])[CH3:45])[C:8]1[N:13]2[N:14]=[CH:15][C:16]([C:17]3[CH:18]=[N:19][C:20]([C:23]4[CH:28]=[CH:27][CH:26]=[CH:25][CH:24]=4)=[CH:21][CH:22]=3)=[C:12]2[N:11]=[C:10]([C:29]2[CH:38]=[CH:37][C:32]([C:33]([O:35][CH3:36])=[O:34])=[CH:31][CH:30]=2)[C:9]=1[C:50]#[N:51]. (2) Reactant: Cl.[O:2]1CCOC[CH2:3]1.[CH2:8]([O:15][C:16]1[CH:17]=[C:18]([CH2:31][CH2:32][OH:33])[CH:19]=[CH:20][C:21]=1[CH2:22][C:23]1[CH:28]=[CH:27][C:26](CC)=[CH:25][CH:24]=1)[C:9]1[CH:14]=[CH:13][CH:12]=[CH:11][CH:10]=1. Product: [CH2:8]([O:15][C:16]1[CH:17]=[C:18]([CH2:31][CH:32]=[O:33])[CH:19]=[CH:20][C:21]=1[CH2:22][C:23]1[CH:24]=[CH:25][C:26]([O:2][CH3:3])=[CH:27][CH:28]=1)[C:9]1[CH:14]=[CH:13][CH:12]=[CH:11][CH:10]=1. The catalyst class is: 12. (3) Product: [Cl:1][C:2]1[CH:30]=[CH:29][CH:28]=[C:27]([C:31]([F:32])([F:34])[F:33])[C:3]=1[C:4]([N:6]1[C:14]2[C:9](=[C:10]([F:15])[CH:11]=[CH:12][CH:13]=2)[C:8]([CH:16]2[CH2:21][CH2:20][CH:19]([C:22]([O:24][CH2:25][CH3:26])=[O:23])[CH2:18][CH2:17]2)=[N:7]1)=[O:5]. The catalyst class is: 78. Reactant: [Cl:1][C:2]1[CH:30]=[CH:29][CH:28]=[C:27]([C:31]([F:34])([F:33])[F:32])[C:3]=1[C:4]([N:6]1[C:14]2[C:9](=[C:10]([F:15])[CH:11]=[CH:12][CH:13]=2)[C:8]([C:16]2[CH2:21][CH2:20][CH:19]([C:22]([O:24][CH2:25][CH3:26])=[O:23])[CH2:18][CH:17]=2)=[N:7]1)=[O:5]. (4) Reactant: [Cl:1][C:2]1[N:7]=[CH:6][C:5]([C:8]2[O:9][C:10]([CH3:16])=[C:11]([C:13]([OH:15])=O)[N:12]=2)=[C:4]([NH:17][CH:18]([CH3:20])[CH3:19])[CH:3]=1.[NH2:21][CH2:22][CH2:23][CH2:24][OH:25].CCN(C(C)C)C(C)C.CN(C(ON1N=NC2C=CC=NC1=2)=[N+](C)C)C.F[P-](F)(F)(F)(F)F. Product: [Cl:1][C:2]1[N:7]=[CH:6][C:5]([C:8]2[O:9][C:10]([CH3:16])=[C:11]([C:13]([NH:21][CH2:22][CH2:23][CH2:24][OH:25])=[O:15])[N:12]=2)=[C:4]([NH:17][CH:18]([CH3:20])[CH3:19])[CH:3]=1. The catalyst class is: 3. (5) Reactant: C([O:5][C:6]([CH:8]1[CH:12]([C:13]2[CH:18]=[CH:17][CH:16]=[C:15]([Cl:19])[C:14]=2[F:20])[C:11]([C:23]2[CH:28]=[CH:27][C:26]([Cl:29])=[CH:25][C:24]=2[F:30])([C:21]#[N:22])[CH:10]([CH3:31])[N:9]1[CH2:32][C:33]1[CH:38]=[CH:37][CH:36]=[C:35]([O:39][CH3:40])[CH:34]=1)=[O:7])(C)(C)C.FC(F)(F)C(O)=O. Product: [Cl:19][C:15]1[C:14]([F:20])=[C:13]([CH:12]2[C:11]([C:23]3[CH:28]=[CH:27][C:26]([Cl:29])=[CH:25][C:24]=3[F:30])([C:21]#[N:22])[CH:10]([CH3:31])[N:9]([CH2:32][C:33]3[CH:38]=[CH:37][CH:36]=[C:35]([O:39][CH3:40])[CH:34]=3)[CH:8]2[C:6]([OH:7])=[O:5])[CH:18]=[CH:17][CH:16]=1. The catalyst class is: 4. (6) Reactant: [Br:1][C:2]1[N:10]=[C:9]([NH2:11])[N:8]=[C:7]2[C:3]=1[N:4]=[CH:5][NH:6]2.[Br:12][C:13]1[C:18]([CH3:19])=[CH:17][N:16]=[C:15]([CH2:20]Cl)[C:14]=1[CH3:22].C([O-])([O-])=O.[K+].[K+]. Product: [Br:1][C:2]1[N:10]=[C:9]([NH2:11])[N:8]=[C:7]2[C:3]=1[N:4]=[CH:5][N:6]2[CH2:20][C:15]1[C:14]([CH3:22])=[C:13]([Br:12])[C:18]([CH3:19])=[CH:17][N:16]=1. The catalyst class is: 3.